This data is from NCI-60 drug combinations with 297,098 pairs across 59 cell lines. The task is: Regression. Given two drug SMILES strings and cell line genomic features, predict the synergy score measuring deviation from expected non-interaction effect. (1) Drug 1: CC=C1C(=O)NC(C(=O)OC2CC(=O)NC(C(=O)NC(CSSCCC=C2)C(=O)N1)C(C)C)C(C)C. Drug 2: C1CC(=O)NC(=O)C1N2C(=O)C3=CC=CC=C3C2=O. Cell line: CAKI-1. Synergy scores: CSS=49.5, Synergy_ZIP=0.445, Synergy_Bliss=-3.55, Synergy_Loewe=-66.5, Synergy_HSA=-5.04. (2) Drug 1: CC12CCC3C(C1CCC2=O)CC(=C)C4=CC(=O)C=CC34C. Drug 2: C1=C(C(=O)NC(=O)N1)F. Cell line: MOLT-4. Synergy scores: CSS=51.7, Synergy_ZIP=6.01, Synergy_Bliss=2.13, Synergy_Loewe=2.44, Synergy_HSA=2.82. (3) Drug 1: CC1CCC2CC(C(=CC=CC=CC(CC(C(=O)C(C(C(=CC(C(=O)CC(OC(=O)C3CCCCN3C(=O)C(=O)C1(O2)O)C(C)CC4CCC(C(C4)OC)O)C)C)O)OC)C)C)C)OC. Drug 2: CN(C(=O)NC(C=O)C(C(C(CO)O)O)O)N=O. Cell line: SF-539. Synergy scores: CSS=15.3, Synergy_ZIP=-6.79, Synergy_Bliss=0.0909, Synergy_Loewe=-18.1, Synergy_HSA=0.152.